From a dataset of Catalyst prediction with 721,799 reactions and 888 catalyst types from USPTO. Predict which catalyst facilitates the given reaction. (1) Reactant: [Br:1][C:2]1[C:7](=[O:8])[NH:6][CH:5]=[C:4]([C:9]([OH:11])=O)[CH:3]=1.[CH3:12][N:13]1[CH2:18][CH2:17][NH:16][CH2:15][CH2:14]1. Product: [Br:1][C:2]1[C:7](=[O:8])[NH:6][CH:5]=[C:4]([C:9]([N:16]2[CH2:17][CH2:18][N:13]([CH3:12])[CH2:14][CH2:15]2)=[O:11])[CH:3]=1. The catalyst class is: 3. (2) Reactant: [CH:1]1([C:4]2[N:8]=[C:7]([C:9]3[C:10]4[CH2:28][CH2:27][CH2:26][CH2:25][C:11]=4[S:12][C:13]=3[NH:14][C:15]([C:17]3[CH2:21][CH2:20][CH2:19][C:18]=3[C:22]([OH:24])=[O:23])=[O:16])[S:6][N:5]=2)[CH2:3][CH2:2]1.[C:29]12C(=O)OC(=O)C=1CCCC2. The catalyst class is: 61. Product: [CH:1]1([C:4]2[N:8]=[C:7]([C:9]3[C:10]4[CH2:28][CH2:27][CH2:26][CH2:25][C:11]=4[S:12][C:13]=3[NH:14][C:15]([C:17]3[CH2:21][CH2:29][CH2:20][CH2:19][C:18]=3[C:22]([OH:24])=[O:23])=[O:16])[S:6][N:5]=2)[CH2:2][CH2:3]1.